This data is from Full USPTO retrosynthesis dataset with 1.9M reactions from patents (1976-2016). The task is: Predict the reactants needed to synthesize the given product. (1) The reactants are: [Cl:1][C:2]1[CH:7]=[CH:6][CH:5]=[CH:4][C:3]=1[C:8]1[CH:13]=[C:12]([CH3:14])[N:11]=[CH:10][C:9]=1[NH:15][CH2:16][C:17]([F:20])([F:19])[F:18].FC1C=CC=C(OC)C=1C1C=CN=CC=1N(CC(F)(F)F)[C:37](=[O:52])[C:38]1[CH:43]=[C:42]([C:44]([F:47])([F:46])[F:45])[CH:41]=[C:40]([S:48]([CH3:51])(=[O:50])=[O:49])[CH:39]=1.CCN(C(C)C)C(C)C. Given the product [Cl:1][C:2]1[CH:7]=[CH:6][CH:5]=[CH:4][C:3]=1[C:8]1[CH:13]=[C:12]([CH3:14])[N:11]=[CH:10][C:9]=1[N:15]([CH2:16][C:17]([F:20])([F:18])[F:19])[C:37](=[O:52])[C:38]1[CH:43]=[C:42]([C:44]([F:47])([F:45])[F:46])[CH:41]=[C:40]([S:48]([CH3:51])(=[O:50])=[O:49])[CH:39]=1, predict the reactants needed to synthesize it. (2) Given the product [CH3:19][O:18][C:15]1[CH:16]=[CH:17][C:12]([CH2:11][N:8]2[C:9]3[S:10][C:2]([CH:27]=[CH2:28])=[CH:3][C:4]=3[C:5]3=[N:23][CH:22]=[N:21][N:6]3[C:7]2=[O:20])=[CH:13][CH:14]=1, predict the reactants needed to synthesize it. The reactants are: Br[C:2]1[S:10][C:9]2[N:8]([CH2:11][C:12]3[CH:17]=[CH:16][C:15]([O:18][CH3:19])=[CH:14][CH:13]=3)[C:7](=[O:20])[N:6]3[N:21]=[CH:22][N:23]=[C:5]3[C:4]=2[CH:3]=1.CN1C([Sn](CCCC)(CCCC)CCCC)=[CH:28][C:27](C(F)(F)F)=N1.